Predict the reactants needed to synthesize the given product. From a dataset of Full USPTO retrosynthesis dataset with 1.9M reactions from patents (1976-2016). Given the product [C:1]([C:3]1[CH:4]=[C:5]([C:13]2[S:17][N:16]=[C:15]([C:18]3[CH:23]=[CH:22][C:21]([CH2:24][CH2:25][C:26]([O:28][C:29]([CH3:30])([CH3:32])[CH3:31])=[O:27])=[CH:20][C:19]=3[CH3:33])[N:14]=2)[CH:6]=[CH:7][C:8]=1[O:9][CH:10]([CH3:12])[CH3:11])#[N:2], predict the reactants needed to synthesize it. The reactants are: [C:1]([C:3]1[CH:4]=[C:5]([C:13]2[S:17][N:16]=[C:15]([C:18]3[CH:23]=[CH:22][C:21]([CH:24]=[CH:25][C:26]([O:28][C:29]([CH3:32])([CH3:31])[CH3:30])=[O:27])=[CH:20][C:19]=3[CH3:33])[N:14]=2)[CH:6]=[CH:7][C:8]=1[O:9][CH:10]([CH3:12])[CH3:11])#[N:2].[H][H].